This data is from Forward reaction prediction with 1.9M reactions from USPTO patents (1976-2016). The task is: Predict the product of the given reaction. (1) Given the reactants [CH3:1][S:2][C:3]1[C:4]([C:8]2[CH:9]=[N:10][CH:11]=[CH:12][CH:13]=2)=[N:5][NH:6][CH:7]=1.[F:14][C:15]([F:27])=[CH:16][CH2:17]CSSC[CH2:17][CH:16]=[C:15]([F:27])[F:14].BrC1C(C2C=NC=CC=2)=NNC=1, predict the reaction product. The product is: [F:14][C:15]([F:27])=[CH:16][CH2:17][CH2:1][S:2][C:3]1[C:4]([C:8]2[CH:9]=[N:10][CH:11]=[CH:12][CH:13]=2)=[N:5][NH:6][CH:7]=1. (2) Given the reactants S1(=O)(=O)CCCC1.P(Cl)(Cl)([Cl:10])=O.O[C:14]1[N:15]=[C:16]([C:28]2[C:36]3[C:31](=[N:32][C:33]([CH3:37])=[CH:34][CH:35]=3)[N:30]([CH2:38][O:39][CH2:40][CH2:41][Si:42]([CH3:45])([CH3:44])[CH3:43])[N:29]=2)[N:17]=[N:18][C:19]=1[C:20]1([C:23]([O:25][CH2:26][CH3:27])=[O:24])[CH2:22][CH2:21]1, predict the reaction product. The product is: [Cl:10][C:14]1[N:15]=[C:16]([C:28]2[C:36]3[C:31](=[N:32][C:33]([CH3:37])=[CH:34][CH:35]=3)[N:30]([CH2:38][O:39][CH2:40][CH2:41][Si:42]([CH3:45])([CH3:44])[CH3:43])[N:29]=2)[N:17]=[N:18][C:19]=1[C:20]1([C:23]([O:25][CH2:26][CH3:27])=[O:24])[CH2:22][CH2:21]1. (3) Given the reactants [OH:1][CH2:2][CH2:3][O:4][C:5]1[N:10]=[C:9]([C:11]2[CH:16]=[CH:15][N:14]=[CH:13][CH:12]=2)[N:8]=[C:7]([NH:17][S:18](=[O:30])(=[O:29])[NH:19][C:20]2[CH:25]=[CH:24][C:23]([CH:26]([CH3:28])[CH3:27])=[CH:22][CH:21]=2)[C:6]=1[O:31][C:32]1[CH:37]=[CH:36][CH:35]=[CH:34][C:33]=1[O:38][CH3:39].[H-].[Na+].[Br:42][C:43]1[CH:44]=[N:45][C:46](Cl)=[N:47][CH:48]=1.CN(C=O)C, predict the reaction product. The product is: [Br:42][C:43]1[CH:44]=[N:45][C:46]([O:1][CH2:2][CH2:3][O:4][C:5]2[N:10]=[C:9]([C:11]3[CH:16]=[CH:15][N:14]=[CH:13][CH:12]=3)[N:8]=[C:7]([NH:17][S:18](=[O:30])(=[O:29])[NH:19][C:20]3[CH:21]=[CH:22][C:23]([CH:26]([CH3:28])[CH3:27])=[CH:24][CH:25]=3)[C:6]=2[O:31][C:32]2[CH:37]=[CH:36][CH:35]=[CH:34][C:33]=2[O:38][CH3:39])=[N:47][CH:48]=1. (4) Given the reactants Cl[CH2:2][C:3]1[CH:13]=[CH:12][C:6]2[N:7]=[C:8]([S:10][CH3:11])[S:9][C:5]=2[CH:4]=1.[NH:14]1[CH:18]=[C:17]([C:19]2[CH:20]=[N:21][N:22]([CH3:24])[CH:23]=2)[N:16]=[CH:15]1.C([O-])([O-])=O.[K+].[K+], predict the reaction product. The product is: [CH3:24][N:22]1[CH:23]=[C:19]([C:17]2[N:16]([CH2:2][C:3]3[CH:13]=[CH:12][C:6]4[N:7]=[C:8]([S:10][CH3:11])[S:9][C:5]=4[CH:4]=3)[CH:15]=[N:14][CH:18]=2)[CH:20]=[N:21]1.[CH3:24][N:22]1[CH:23]=[C:19]([C:17]2[N:16]=[CH:15][N:14]([CH2:2][C:3]3[CH:13]=[CH:12][C:6]4[N:7]=[C:8]([S:10][CH3:11])[S:9][C:5]=4[CH:4]=3)[CH:18]=2)[CH:20]=[N:21]1. (5) Given the reactants Cl.[Cl:2][C:3]1[CH:4]=[C:5]2[C:9](=[CH:10][CH:11]=1)[NH:8][CH:7]=[C:6]2[CH2:12][CH2:13][NH2:14].[F:15][C:16]([F:34])([F:33])[C:17]1[CH:18]=[C:19]([NH:23][C:24]2[CH:25]=[C:26]([CH:30]=[CH:31][CH:32]=2)[C:27](O)=[O:28])[CH:20]=[CH:21][CH:22]=1.CN(C(ON1N=NC2C=CC=NC1=2)=[N+](C)C)C.F[P-](F)(F)(F)(F)F.C(N(CC)C(C)C)(C)C, predict the reaction product. The product is: [Cl:2][C:3]1[CH:4]=[C:5]2[C:9](=[CH:10][CH:11]=1)[NH:8][CH:7]=[C:6]2[CH2:12][CH2:13][NH:14][C:27](=[O:28])[C:26]1[CH:30]=[CH:31][CH:32]=[C:24]([NH:23][C:19]2[CH:20]=[CH:21][CH:22]=[C:17]([C:16]([F:15])([F:33])[F:34])[CH:18]=2)[CH:25]=1. (6) Given the reactants Cl[C:2]1[CH:7]=[CH:6][C:5]([C:8]([O:10][CH2:11][CH3:12])=[O:9])=[C:4]([C:13]([F:16])([F:15])[F:14])[N:3]=1.[F:17][C:18]([F:39])([F:38])[C:19]1[CH:20]=[C:21]([C:29]2([C:34]([F:37])([F:36])[F:35])[CH2:33][CH2:32][NH:31][CH2:30]2)[CH:22]=[C:23]([C:25]([F:28])([F:27])[F:26])[CH:24]=1.C(=O)([O-])[O-].[K+].[K+], predict the reaction product. The product is: [F:27][C:25]([F:26])([F:28])[C:23]1[CH:22]=[C:21]([C:29]2([C:34]([F:37])([F:35])[F:36])[CH2:33][CH2:32][N:31]([C:2]3[CH:7]=[CH:6][C:5]([C:8]([O:10][CH2:11][CH3:12])=[O:9])=[C:4]([C:13]([F:16])([F:15])[F:14])[N:3]=3)[CH2:30]2)[CH:20]=[C:19]([C:18]([F:17])([F:38])[F:39])[CH:24]=1.